Dataset: NCI-60 drug combinations with 297,098 pairs across 59 cell lines. Task: Regression. Given two drug SMILES strings and cell line genomic features, predict the synergy score measuring deviation from expected non-interaction effect. (1) Drug 1: C1=CC(=CC=C1CCCC(=O)O)N(CCCl)CCCl. Drug 2: CC(C)CN1C=NC2=C1C3=CC=CC=C3N=C2N. Cell line: CCRF-CEM. Synergy scores: CSS=48.9, Synergy_ZIP=-1.77, Synergy_Bliss=-6.75, Synergy_Loewe=-7.43, Synergy_HSA=-6.64. (2) Drug 1: CC12CCC3C(C1CCC2NC(=O)OCC(F)(F)F)CCC4C3(C=CC(=O)N4C)C. Drug 2: CC1=C(C(=O)C2=C(C1=O)N3CC4C(C3(C2COC(=O)N)OC)N4)N. Cell line: SK-OV-3. Synergy scores: CSS=38.3, Synergy_ZIP=3.65, Synergy_Bliss=1.46, Synergy_Loewe=-27.1, Synergy_HSA=-2.03. (3) Drug 1: CCC1(CC2CC(C3=C(CCN(C2)C1)C4=CC=CC=C4N3)(C5=C(C=C6C(=C5)C78CCN9C7C(C=CC9)(C(C(C8N6C=O)(C(=O)OC)O)OC(=O)C)CC)OC)C(=O)OC)O.OS(=O)(=O)O. Drug 2: CC=C1C(=O)NC(C(=O)OC2CC(=O)NC(C(=O)NC(CSSCCC=C2)C(=O)N1)C(C)C)C(C)C. Cell line: KM12. Synergy scores: CSS=58.9, Synergy_ZIP=0.698, Synergy_Bliss=-1.14, Synergy_Loewe=-16.7, Synergy_HSA=-0.590. (4) Drug 1: CN(C)C1=NC(=NC(=N1)N(C)C)N(C)C. Drug 2: CCCS(=O)(=O)NC1=C(C(=C(C=C1)F)C(=O)C2=CNC3=C2C=C(C=N3)C4=CC=C(C=C4)Cl)F. Cell line: K-562. Synergy scores: CSS=0.465, Synergy_ZIP=6.65, Synergy_Bliss=9.19, Synergy_Loewe=-69.0, Synergy_HSA=4.00. (5) Drug 1: CCC1(C2=C(COC1=O)C(=O)N3CC4=CC5=C(C=CC(=C5CN(C)C)O)N=C4C3=C2)O.Cl. Drug 2: CC1CCCC2(C(O2)CC(NC(=O)CC(C(C(=O)C(C1O)C)(C)C)O)C(=CC3=CSC(=N3)C)C)C. Cell line: SNB-75. Synergy scores: CSS=68.3, Synergy_ZIP=2.29, Synergy_Bliss=1.41, Synergy_Loewe=2.81, Synergy_HSA=5.80. (6) Drug 1: CC1=CC=C(C=C1)C2=CC(=NN2C3=CC=C(C=C3)S(=O)(=O)N)C(F)(F)F. Drug 2: C1C(C(OC1N2C=C(C(=O)NC2=O)F)CO)O. Cell line: A549. Synergy scores: CSS=50.1, Synergy_ZIP=-4.61, Synergy_Bliss=-5.91, Synergy_Loewe=-37.8, Synergy_HSA=-5.55.